Dataset: Merck oncology drug combination screen with 23,052 pairs across 39 cell lines. Task: Regression. Given two drug SMILES strings and cell line genomic features, predict the synergy score measuring deviation from expected non-interaction effect. (1) Drug 1: O=C(O)C1(Cc2cccc(Nc3nccs3)n2)CCC(Oc2cccc(Cl)c2F)CC1. Drug 2: CCc1cnn2c(NCc3ccc[n+]([O-])c3)cc(N3CCCCC3CCO)nc12. Cell line: A2058. Synergy scores: synergy=-8.51. (2) Drug 1: Cc1nc(Nc2ncc(C(=O)Nc3c(C)cccc3Cl)s2)cc(N2CCN(CCO)CC2)n1. Drug 2: COC1=C2CC(C)CC(OC)C(O)C(C)C=C(C)C(OC(N)=O)C(OC)C=CC=C(C)C(=O)NC(=CC1=O)C2=O. Cell line: CAOV3. Synergy scores: synergy=-24.2. (3) Drug 1: CCc1c2c(nc3ccc(O)cc13)-c1cc3c(c(=O)n1C2)COC(=O)C3(O)CC. Drug 2: Cn1cc(-c2cnn3c(N)c(Br)c(C4CCCNC4)nc23)cn1. Cell line: ES2. Synergy scores: synergy=1.04. (4) Drug 1: Cn1nnc2c(C(N)=O)ncn2c1=O. Drug 2: C=CCn1c(=O)c2cnc(Nc3ccc(N4CCN(C)CC4)cc3)nc2n1-c1cccc(C(C)(C)O)n1. Cell line: MSTO. Synergy scores: synergy=30.4. (5) Drug 1: O=P1(N(CCCl)CCCl)NCCCO1. Drug 2: O=C(NOCC(O)CO)c1ccc(F)c(F)c1Nc1ccc(I)cc1F. Cell line: UACC62. Synergy scores: synergy=-9.33. (6) Drug 1: N.N.O=C(O)C1(C(=O)O)CCC1.[Pt]. Drug 2: Cn1nnc2c(C(N)=O)ncn2c1=O. Cell line: DLD1. Synergy scores: synergy=-19.1. (7) Cell line: OVCAR3. Drug 2: C=CCn1c(=O)c2cnc(Nc3ccc(N4CCN(C)CC4)cc3)nc2n1-c1cccc(C(C)(C)O)n1. Synergy scores: synergy=-2.96. Drug 1: CC(=O)OC1C(=O)C2(C)C(O)CC3OCC3(OC(C)=O)C2C(OC(=O)c2ccccc2)C2(O)CC(OC(=O)C(O)C(NC(=O)c3ccccc3)c3ccccc3)C(C)=C1C2(C)C.